Dataset: Reaction yield outcomes from USPTO patents with 853,638 reactions. Task: Predict the reaction yield, written as a fraction of the theoretical maximum amount of product (1.0 means a 100% yield; for example, 0.34 means a 34% yield). (1) The reactants are [CH2:1]([N:8]([CH2:28][C:29]1[CH:34]=[CH:33][CH:32]=[CH:31][CH:30]=1)[C@H:9]1[CH2:18][C:17]2[C:12](=[CH:13][CH:14]=[CH:15][C:16]=2B2OC(C)(C)C(C)(C)O2)[O:11][CH2:10]1)[C:2]1[CH:7]=[CH:6][CH:5]=[CH:4][CH:3]=1.Br[C:36]1[CH:37]=[N:38][C:39]([O:46][CH3:47])=[C:40]([CH:45]=1)[C:41]([NH:43][CH3:44])=[O:42]. No catalyst specified. The product is [CH2:28]([N:8]([CH2:1][C:2]1[CH:7]=[CH:6][CH:5]=[CH:4][CH:3]=1)[C@H:9]1[CH2:18][C:17]2[C:12](=[CH:13][CH:14]=[CH:15][C:16]=2[C:36]2[CH:37]=[N:38][C:39]([O:46][CH3:47])=[C:40]([CH:45]=2)[C:41]([NH:43][CH3:44])=[O:42])[O:11][CH2:10]1)[C:29]1[CH:30]=[CH:31][CH:32]=[CH:33][CH:34]=1. The yield is 0.660. (2) The reactants are C(OC([N:8]1[CH2:14][CH2:13][CH2:12][N:11]([C:15]2[CH:20]=[CH:19][C:18]([Cl:21])=[CH:17][CH:16]=2)[CH2:10][CH2:9]1)=O)(C)(C)C.Cl.O1CCOCC1. The catalyst is C(Cl)Cl. The product is [Cl:21][C:18]1[CH:17]=[CH:16][C:15]([N:11]2[CH2:12][CH2:13][CH2:14][NH:8][CH2:9][CH2:10]2)=[CH:20][CH:19]=1. The yield is 0.480. (3) The yield is 0.120. The product is [C:1]([C:4]1[C:12]2[S:11](=[O:33])[CH2:10][CH:9]([C:13]3[CH:18]=[CH:17][C:16]([CH:19]([CH3:20])[CH3:21])=[CH:15][CH:14]=3)[C:8]=2[C:7]([CH3:22])=[C:6]([NH:23][C:24](=[O:30])[CH2:25][C:26]([CH3:29])([CH3:28])[CH3:27])[C:5]=1[CH3:31])(=[O:3])[CH3:2]. The catalyst is ClCCl. The reactants are [C:1]([C:4]1[C:12]2[S:11][CH2:10][CH:9]([C:13]3[CH:18]=[CH:17][C:16]([CH:19]([CH3:21])[CH3:20])=[CH:15][CH:14]=3)[C:8]=2[C:7]([CH3:22])=[C:6]([NH:23][C:24](=[O:30])[CH2:25][C:26]([CH3:29])([CH3:28])[CH3:27])[C:5]=1[CH3:31])(=[O:3])[CH3:2].C(=O)([O-])[OH:33].[Na+].ClC1C=CC=C(C(OO)=O)C=1.S([O-])(O)=O.[Na+]. (4) The reactants are Cl[C:2]1[N:6]([CH3:7])[N:5]=[CH:4][C:3]=1[N+:8]([O-:10])=[O:9].[O:11]1[CH2:16][CH2:15][CH:14]([CH2:17][OH:18])[CH2:13][CH2:12]1.[H-].[Na+]. The catalyst is CN(C=O)C. The product is [CH3:7][N:6]1[C:2]([O:18][CH2:17][CH:14]2[CH2:15][CH2:16][O:11][CH2:12][CH2:13]2)=[C:3]([N+:8]([O-:10])=[O:9])[CH:4]=[N:5]1. The yield is 0.480. (5) The reactants are [F:1][C:2]1[CH:3]=[C:4]([CH:18]=[CH:19][CH:20]=1)[CH2:5][O:6][C:7]1[CH:8]=[C:9]2[C:14](=[CH:15][CH:16]=1)[C:13](=[O:17])[NH:12][CH2:11][CH2:10]2.[H-].[Na+].[CH2:23]([O:25][C:26](=[O:30])[CH:27](Br)[CH3:28])[CH3:24].O. The catalyst is CN(C=O)C. The product is [CH2:23]([O:25][C:26](=[O:30])[CH:27]([N:12]1[CH2:11][CH2:10][C:9]2[C:14](=[CH:15][CH:16]=[C:7]([O:6][CH2:5][C:4]3[CH:18]=[CH:19][CH:20]=[C:2]([F:1])[CH:3]=3)[CH:8]=2)[C:13]1=[O:17])[CH3:28])[CH3:24]. The yield is 0.690. (6) The reactants are [NH2:1][C@H:2]1[CH2:7][CH2:6][C@H:5]([CH2:8][NH:9][C:10](=[O:16])[O:11][C:12]([CH3:15])([CH3:14])[CH3:13])[CH2:4][CH2:3]1.[CH:17]1[N:21]2[C:22]3[C:28]([CH:29]=O)=[CH:27][NH:26][C:23]=3[N:24]=[CH:25][C:20]2=[N:19][N:18]=1.C(O[BH-](OC(=O)C)OC(=O)C)(=O)C.[Na+].C([O-])(O)=O.[Na+].O. The catalyst is O.CN(C=O)C.C1COCC1. The product is [C:12]([O:11][C:10](=[O:16])[NH:9][CH2:8][C@H:5]1[CH2:6][CH2:7][C@H:2]([NH:1][CH2:29][C:28]2[C:22]3[N:21]4[CH:17]=[N:18][N:19]=[C:20]4[CH:25]=[N:24][C:23]=3[NH:26][CH:27]=2)[CH2:3][CH2:4]1)([CH3:13])([CH3:15])[CH3:14]. The yield is 0.530. (7) The reactants are Br[CH2:2][C:3]1[S:11][C:10]2[C:9]([N:12]3[CH2:17][CH2:16][O:15][CH2:14][CH2:13]3)=[N:8][C:7]([Cl:18])=[N:6][C:5]=2[CH:4]=1.[C:19]([O:23][C:24]([N:26]1[CH2:33][CH:32]2[CH:28]([CH2:29][NH:30][CH2:31]2)[CH2:27]1)=[O:25])([CH3:22])([CH3:21])[CH3:20].C(=O)([O-])[O-].[K+].[K+]. The catalyst is CN(C=O)C.O.CCOC(C)=O. The product is [C:19]([O:23][C:24]([N:26]1[CH2:27][CH:28]2[CH:32]([CH2:31][N:30]([CH2:2][C:3]3[S:11][C:10]4[C:9]([N:12]5[CH2:17][CH2:16][O:15][CH2:14][CH2:13]5)=[N:8][C:7]([Cl:18])=[N:6][C:5]=4[CH:4]=3)[CH2:29]2)[CH2:33]1)=[O:25])([CH3:22])([CH3:20])[CH3:21]. The yield is 0.900. (8) The reactants are [CH3:1][CH:2]([CH3:32])[CH2:3][CH:4]([C:16]1[S:17][C:18]([C:22]2[CH:27]=[CH:26][C:25]([C:28]([F:31])([F:30])[F:29])=[CH:24][CH:23]=2)=[CH:19][C:20]=1[CH3:21])[O:5][C:6]1[CH:15]=[CH:14][C:9]([C:10]([O:12]C)=[O:11])=[CH:8][CH:7]=1.[OH-].[Na+].O.Cl. The catalyst is CO.O1CCCC1. The product is [CH3:1][CH:2]([CH3:32])[CH2:3][CH:4]([C:16]1[S:17][C:18]([C:22]2[CH:23]=[CH:24][C:25]([C:28]([F:31])([F:29])[F:30])=[CH:26][CH:27]=2)=[CH:19][C:20]=1[CH3:21])[O:5][C:6]1[CH:7]=[CH:8][C:9]([C:10]([OH:12])=[O:11])=[CH:14][CH:15]=1. The yield is 0.520.